From a dataset of Reaction yield outcomes from USPTO patents with 853,638 reactions. Predict the reaction yield, written as a fraction of the theoretical maximum amount of product (1.0 means a 100% yield; for example, 0.34 means a 34% yield). (1) The reactants are [Cl:1][C:2]1[C:7]([OH:8])=[C:6]([I:9])[CH:5]=[C:4]([CH2:10][OH:11])[N:3]=1.[H-].[Na+].Br[CH2:15][C:16]([CH3:18])=[CH2:17]. The catalyst is CN(C=O)C.CCOC(C)=O. The product is [Cl:1][C:2]1[N:3]=[C:4]([CH2:10][OH:11])[CH:5]=[C:6]([I:9])[C:7]=1[O:8][CH2:17][C:16]([CH3:18])=[CH2:15]. The yield is 0.860. (2) The reactants are [CH2:1]([O:8][CH2:9][CH2:10][C:11]1[N:12]=[C:13]([C:16]2[CH:21]=[CH:20][CH:19]=[CH:18][CH:17]=2)[O:14][CH:15]=1)[C:2]1[CH:7]=[CH:6][CH:5]=[CH:4][CH:3]=1.[CH2:22]([Li])[CH2:23][CH2:24]C.C(I)CC. The catalyst is C1COCC1. The product is [CH2:1]([O:8][CH2:9][CH2:10][C:11]1[N:12]=[C:13]([C:16]2[CH:21]=[CH:20][CH:19]=[CH:18][CH:17]=2)[O:14][C:15]=1[CH2:22][CH2:23][CH3:24])[C:2]1[CH:3]=[CH:4][CH:5]=[CH:6][CH:7]=1. The yield is 0.440. (3) The reactants are [S:1]1(=[O:11])(=[O:10])[C:5]2[CH:6]=[CH:7][CH:8]=[CH:9][C:4]=2[CH2:3][CH2:2]1.[NH3:12].[CH3:13]O.C1COCC1. No catalyst specified. The product is [O:11]=[S:1]1(=[O:10])[C:5]2[CH:6]=[CH:7][C:8]([CH2:13][NH2:12])=[CH:9][C:4]=2[CH2:3][CH2:2]1. The yield is 0.810.